From a dataset of Reaction yield outcomes from USPTO patents with 853,638 reactions. Predict the reaction yield, written as a fraction of the theoretical maximum amount of product (1.0 means a 100% yield; for example, 0.34 means a 34% yield). (1) The reactants are [Br:1][C:2]1[N:7]=[C:6]2[N:8]([CH3:22])[C:9]3[CH2:14][CH2:13][N:12]([C:15]([O:17][C:18]([CH3:21])([CH3:20])[CH3:19])=[O:16])[CH2:11][C:10]=3[C:5]2=[CH:4][CH:3]=1.C1OCCOCCOCCOCCOCC[O:25]C1.[O-][Mn](=O)(=O)=O.[K+]. The catalyst is C(Cl)Cl. The product is [Br:1][C:2]1[N:7]=[C:6]2[N:8]([CH3:22])[C:9]3[CH2:14][CH2:13][N:12]([C:15]([O:17][C:18]([CH3:19])([CH3:21])[CH3:20])=[O:16])[C:11](=[O:25])[C:10]=3[C:5]2=[CH:4][CH:3]=1. The yield is 0.180. (2) The reactants are Cl[O-].[Na+].[Br-].[K+].[OH-].[Na+].[Cl:8][C:9]1[C:10]([F:21])=[C:11]([CH:14]=[C:15]([C:17]([F:20])([F:19])[F:18])[CH:16]=1)[CH:12]=[O:13].S([O-])([O-])=[O:23].[Na+].[Na+].Cl. The catalyst is O.C1CCCCC1. The product is [Cl:8][C:9]1[C:10]([F:21])=[C:11]([CH:14]=[C:15]([C:17]([F:19])([F:20])[F:18])[CH:16]=1)[C:12]([OH:23])=[O:13]. The yield is 0.858. (3) The reactants are Br[C:2]1[CH:3]=[C:4]([CH:8]2[O:12][CH2:11][CH2:10][O:9]2)[CH:5]=[CH:6][CH:7]=1.[CH:13]1(B(O)O)[CH2:15][CH2:14]1.P([O-])([O-])([O-])=O.[K+].[K+].[K+].C1(P(C2CCCCC2)C2CCCCC2)CCCCC1. The catalyst is C1(C)C=CC=CC=1.O. The product is [CH:13]1([C:2]2[CH:3]=[C:4]([CH:8]3[O:12][CH2:11][CH2:10][O:9]3)[CH:5]=[CH:6][CH:7]=2)[CH2:15][CH2:14]1. The yield is 0.610. (4) The reactants are [H+].[F:2][P-:3]([F:8])([F:7])([F:6])([F:5])[F:4].[Cl-].[C:10]1([CH2:16][CH2:17][CH2:18][N+:19]2[CH:23]=[CH:22][N:21]([CH3:24])[CH:20]=2)[CH:15]=[CH:14][CH:13]=[CH:12][CH:11]=1. No catalyst specified. The product is [F:2][P-:3]([F:8])([F:7])([F:6])([F:5])[F:4].[C:10]1([CH2:16][CH2:17][CH2:18][N+:19]2[CH:23]=[CH:22][N:21]([CH3:24])[CH:20]=2)[CH:15]=[CH:14][CH:13]=[CH:12][CH:11]=1. The yield is 0.780.